This data is from Catalyst prediction with 721,799 reactions and 888 catalyst types from USPTO. The task is: Predict which catalyst facilitates the given reaction. Reactant: Cl[C:2]1[N:10]=[CH:9][N:8]=[C:7]2[C:3]=1[N:4]=[C:5]([C:11]1[CH:16]=[CH:15][CH:14]=[C:13]([Cl:17])[CH:12]=1)[NH:6]2.[Si:18]([O:25][C@@H:26]1[C@H:30]([CH2:31][O:32][Si:33]([C:36]([CH3:39])([CH3:38])[CH3:37])([CH3:35])[CH3:34])[CH2:29][C@@H:28]([NH2:40])[CH2:27]1)([C:21]([CH3:24])([CH3:23])[CH3:22])([CH3:20])[CH3:19].C(N(CC)C(C)C)(C)C. Product: [Si:18]([O:25][C@@H:26]1[C@H:30]([CH2:31][O:32][Si:33]([C:36]([CH3:39])([CH3:38])[CH3:37])([CH3:34])[CH3:35])[CH2:29][C@@H:28]([NH:40][C:2]2[N:10]=[CH:9][N:8]=[C:7]3[C:3]=2[N:4]=[C:5]([C:11]2[CH:16]=[CH:15][CH:14]=[C:13]([Cl:17])[CH:12]=2)[NH:6]3)[CH2:27]1)([C:21]([CH3:24])([CH3:23])[CH3:22])([CH3:20])[CH3:19]. The catalyst class is: 8.